Dataset: hERG Central: cardiac toxicity at 1µM, 10µM, and general inhibition. Task: Predict hERG channel inhibition at various concentrations. (1) The compound is O=C(CCN1CCN(CC(=O)Nc2ccccc2F)CC1)Nc1ccccc1F. Results: hERG_inhib (hERG inhibition (general)): blocker. (2) The molecule is Cc1ccc(C(=O)N/C(=C/c2ccc(-c3cccc([N+](=O)[O-])c3)o2)C(=O)NCCCN(C)C)cc1. Results: hERG_inhib (hERG inhibition (general)): blocker. (3) The molecule is CC1CCC(C(C)C)C(OC(=O)C[n+]2cc(-c3ccc(Cl)cc3)n3c2CCCCC3)C1.[Cl-]. Results: hERG_inhib (hERG inhibition (general)): blocker. (4) The molecule is CC12CCC(=O)N1C(C(=O)OCC(=O)Nc1cccc(S(=O)(=O)N3CCCCCC3)c1)CS2. Results: hERG_inhib (hERG inhibition (general)): blocker.